Task: Regression. Given a peptide amino acid sequence and an MHC pseudo amino acid sequence, predict their binding affinity value. This is MHC class I binding data.. Dataset: Peptide-MHC class I binding affinity with 185,985 pairs from IEDB/IMGT (1) The peptide sequence is MMQVWIQPL. The MHC is BoLA-T2C with pseudo-sequence BoLA-T2C. The binding affinity (normalized) is 0.723. (2) The peptide sequence is YKSRCYVGL. The MHC is HLA-A02:16 with pseudo-sequence HLA-A02:16. The binding affinity (normalized) is 0.0847. (3) The peptide sequence is YHRPLTGYM. The MHC is HLA-B08:03 with pseudo-sequence HLA-B08:03. The binding affinity (normalized) is 0.0847. (4) The peptide sequence is KLVGINMSKK. The MHC is HLA-A11:01 with pseudo-sequence HLA-A11:01. The binding affinity (normalized) is 0.468. (5) The peptide sequence is WVSNATGNIV. The MHC is HLA-A68:02 with pseudo-sequence HLA-A68:02. The binding affinity (normalized) is 0.900. (6) The peptide sequence is AASCGGAVF. The MHC is HLA-A02:06 with pseudo-sequence HLA-A02:06. The binding affinity (normalized) is 0.166. (7) The binding affinity (normalized) is 0.0142. The MHC is HLA-A68:02 with pseudo-sequence HLA-A68:02. The peptide sequence is SMSQELAEL. (8) The peptide sequence is SLVYGIRCV. The MHC is HLA-A02:01 with pseudo-sequence HLA-A02:01. The binding affinity (normalized) is 0.473. (9) The peptide sequence is GVDGGWQAL. The MHC is HLA-B44:02 with pseudo-sequence HLA-B44:02. The binding affinity (normalized) is 0.213.